This data is from NCI-60 drug combinations with 297,098 pairs across 59 cell lines. The task is: Regression. Given two drug SMILES strings and cell line genomic features, predict the synergy score measuring deviation from expected non-interaction effect. (1) Drug 1: COC1=C2C(=CC3=C1OC=C3)C=CC(=O)O2. Drug 2: CC1C(C(CC(O1)OC2CC(CC3=C2C(=C4C(=C3O)C(=O)C5=CC=CC=C5C4=O)O)(C(=O)C)O)N)O. Cell line: SR. Synergy scores: CSS=44.9, Synergy_ZIP=4.52, Synergy_Bliss=3.64, Synergy_Loewe=-22.0, Synergy_HSA=3.64. (2) Drug 1: C1=NC2=C(N=C(N=C2N1C3C(C(C(O3)CO)O)O)F)N. Drug 2: C1C(C(OC1N2C=NC3=C2NC=NCC3O)CO)O. Cell line: UACC62. Synergy scores: CSS=-2.26, Synergy_ZIP=-0.230, Synergy_Bliss=-3.34, Synergy_Loewe=-3.66, Synergy_HSA=-4.39. (3) Drug 1: CN1CCC(CC1)COC2=C(C=C3C(=C2)N=CN=C3NC4=C(C=C(C=C4)Br)F)OC. Drug 2: CN(C)C1=NC(=NC(=N1)N(C)C)N(C)C. Cell line: SK-MEL-28. Synergy scores: CSS=-6.28, Synergy_ZIP=2.57, Synergy_Bliss=-1.59, Synergy_Loewe=-8.93, Synergy_HSA=-7.34. (4) Drug 1: CNC(=O)C1=CC=CC=C1SC2=CC3=C(C=C2)C(=NN3)C=CC4=CC=CC=N4. Drug 2: C(=O)(N)NO. Cell line: OVCAR-4. Synergy scores: CSS=3.61, Synergy_ZIP=0.668, Synergy_Bliss=1.06, Synergy_Loewe=-3.25, Synergy_HSA=-0.493. (5) Drug 1: CNC(=O)C1=CC=CC=C1SC2=CC3=C(C=C2)C(=NN3)C=CC4=CC=CC=N4. Drug 2: C1=NC2=C(N1)C(=S)N=CN2. Cell line: 786-0. Synergy scores: CSS=-2.04, Synergy_ZIP=-12.9, Synergy_Bliss=-25.8, Synergy_Loewe=-46.5, Synergy_HSA=-26.8. (6) Drug 1: CS(=O)(=O)C1=CC(=C(C=C1)C(=O)NC2=CC(=C(C=C2)Cl)C3=CC=CC=N3)Cl. Drug 2: C1=CC=C(C=C1)NC(=O)CCCCCCC(=O)NO. Cell line: CAKI-1. Synergy scores: CSS=8.16, Synergy_ZIP=-7.58, Synergy_Bliss=-9.08, Synergy_Loewe=-26.4, Synergy_HSA=-8.26. (7) Cell line: T-47D. Synergy scores: CSS=37.7, Synergy_ZIP=-1.58, Synergy_Bliss=-3.09, Synergy_Loewe=-3.81, Synergy_HSA=0.642. Drug 2: CC1C(C(CC(O1)OC2CC(CC3=C2C(=C4C(=C3O)C(=O)C5=CC=CC=C5C4=O)O)(C(=O)C)O)N)O. Drug 1: C1=CN(C(=O)N=C1N)C2C(C(C(O2)CO)O)O.Cl. (8) Drug 1: CC1=C2C(C(=O)C3(C(CC4C(C3C(C(C2(C)C)(CC1OC(=O)C(C(C5=CC=CC=C5)NC(=O)C6=CC=CC=C6)O)O)OC(=O)C7=CC=CC=C7)(CO4)OC(=O)C)O)C)OC(=O)C. Drug 2: COC1=C2C(=CC3=C1OC=C3)C=CC(=O)O2. Cell line: OVCAR-8. Synergy scores: CSS=17.3, Synergy_ZIP=-9.18, Synergy_Bliss=-20.2, Synergy_Loewe=-47.8, Synergy_HSA=-21.1. (9) Synergy scores: CSS=13.2, Synergy_ZIP=3.06, Synergy_Bliss=8.27, Synergy_Loewe=-13.8, Synergy_HSA=3.87. Drug 1: CCCCCOC(=O)NC1=NC(=O)N(C=C1F)C2C(C(C(O2)C)O)O. Drug 2: CCC1(C2=C(COC1=O)C(=O)N3CC4=CC5=C(C=CC(=C5CN(C)C)O)N=C4C3=C2)O.Cl. Cell line: OVCAR3. (10) Drug 1: COC1=C(C=C2C(=C1)N=CN=C2NC3=CC(=C(C=C3)F)Cl)OCCCN4CCOCC4. Drug 2: CCC1=C2CN3C(=CC4=C(C3=O)COC(=O)C4(CC)O)C2=NC5=C1C=C(C=C5)O. Cell line: IGROV1. Synergy scores: CSS=52.2, Synergy_ZIP=-4.55, Synergy_Bliss=-5.78, Synergy_Loewe=-0.764, Synergy_HSA=1.01.